From a dataset of Full USPTO retrosynthesis dataset with 1.9M reactions from patents (1976-2016). Predict the reactants needed to synthesize the given product. (1) Given the product [CH3:10][C:2]([C:11]1[CH:12]=[CH:13][C:14]([C:17]([NH:18][C:19]2[N:20]=[C:21]3[CH:26]=[CH:25][CH:24]=[C:23]([CH3:27])[N:22]3[CH:28]=2)=[O:29])=[CH:15][CH:16]=1)([CH3:1])[CH2:3][CH2:4][C:5]([OH:7])=[O:6], predict the reactants needed to synthesize it. The reactants are: [CH3:1][C:2]([C:11]1[CH:16]=[CH:15][C:14]([C:17](=[O:29])[NH:18][C:19]2[N:20]=[C:21]3[CH:26]=[CH:25][CH:24]=[C:23]([CH3:27])[N:22]3[CH:28]=2)=[CH:13][CH:12]=1)([CH3:10])[CH2:3][CH2:4][C:5]([O:7]CC)=[O:6].[OH-].[K+]. (2) Given the product [F:9][C:10]1[CH:11]=[C:12]([C:2]2[S:3][C:4]([CH:7]=[O:8])=[CH:5][N:6]=2)[CH:13]=[CH:14][CH:15]=1, predict the reactants needed to synthesize it. The reactants are: Br[C:2]1[S:3][C:4]([CH:7]=[O:8])=[CH:5][N:6]=1.[F:9][C:10]1[CH:15]=[CH:14][C:13](B(O)O)=[CH:12][CH:11]=1.C([O-])([O-])=O.[Na+].[Na+]. (3) Given the product [O:23]1[C:22]2[CH:26]=[CH:27][C:19]([C:18]3[C:14]([O:13][CH2:12][CH2:11][OH:10])=[N:15][N:16]([CH3:63])[C:17]=3[NH:28][S:29]([C:32]3[CH:33]=[CH:34][C:35]([C:38]([CH3:45])([CH3:44])[C:39]([O:41][CH2:42][CH3:43])=[O:40])=[CH:36][CH:37]=3)(=[O:31])=[O:30])=[CH:20][C:21]=2[O:25][CH2:24]1, predict the reactants needed to synthesize it. The reactants are: C(=O)([O-])[O-].[K+].[K+].C([O:10][CH2:11][CH2:12][O:13][C:14]1[C:18]([C:19]2[CH:27]=[CH:26][C:22]3[O:23][CH2:24][O:25][C:21]=3[CH:20]=2)=[C:17]([N:28](S(C2C=CC(C(C)(C)C(OCC)=O)=CC=2)(=O)=O)[S:29]([C:32]2[CH:37]=[CH:36][C:35]([C:38]([CH3:45])([CH3:44])[C:39]([O:41][CH2:42][CH3:43])=[O:40])=[CH:34][CH:33]=2)(=[O:31])=[O:30])[N:16]([CH3:63])[N:15]=1)(=O)C.[Cl-].[NH4+].Cl. (4) Given the product [Cl:19][C:11]1[N:12]=[N:13][C:8]([C:4]2[CH:5]=[CH:6][CH:7]=[C:2]([Cl:1])[CH:3]=2)=[CH:9][C:10]=1[CH2:15][CH3:16], predict the reactants needed to synthesize it. The reactants are: [Cl:1][C:2]1[CH:3]=[C:4]([C:8]2[CH:9]=[C:10]([CH2:15][CH3:16])[C:11](=O)[NH:12][N:13]=2)[CH:5]=[CH:6][CH:7]=1.P(Cl)(Cl)([Cl:19])=O.CCN(C(C)C)C(C)C.[OH-].[Na+].